Dataset: Forward reaction prediction with 1.9M reactions from USPTO patents (1976-2016). Task: Predict the product of the given reaction. (1) Given the reactants [CH2:1]([N:3]([C:31](=O)[C:32]1[CH:37]=[CH:36][C:35]([OH:38])=[C:34]([F:39])[CH:33]=1)[C:4]1[CH:9]=[C:8]([O:10][CH3:11])[C:7]([O:12][CH3:13])=[CH:6][C:5]=1[C@@H:14]1[CH2:23][CH2:22][C:21]2[CH:20]=[C:19]([O:24]C(=O)C(C)(C)C)[CH:18]=[CH:17][C:16]=2[CH2:15]1)[CH3:2].Br[CH2:42][C:43]([N:45]1[C:50]([CH3:52])([CH3:51])[CH2:49][CH2:48][CH2:47][C:46]1([CH3:54])[CH3:53])=O, predict the reaction product. The product is: [CH2:1]([N:3]([CH2:31][C:32]1[CH:37]=[CH:36][C:35]([O:38][CH2:42][CH2:43][N:45]2[C:50]([CH3:52])([CH3:51])[CH2:49][CH2:48][CH2:47][C:46]2([CH3:54])[CH3:53])=[C:34]([F:39])[CH:33]=1)[C:4]1[CH:9]=[C:8]([O:10][CH3:11])[C:7]([O:12][CH3:13])=[CH:6][C:5]=1[C@@H:14]1[CH2:23][CH2:22][C:21]2[CH:20]=[C:19]([OH:24])[CH:18]=[CH:17][C:16]=2[CH2:15]1)[CH3:2]. (2) Given the reactants [OH:1][C:2]1[CH:7]=[CH:6][C:5]([CH2:8][CH2:9][CH2:10][CH2:11][N:12]2[CH:16]=[CH:15][N:14]=[C:13]2[CH2:17][CH:18]([OH:21])[CH2:19][OH:20])=[CH:4][CH:3]=1.[H-].[Na+].Cl[CH2:25][C:26]1[N:27]=[C:28](/[CH:31]=[CH:32]/[C:33]2[CH:38]=[CH:37][CH:36]=[C:35]([CH3:39])[CH:34]=2)[O:29][CH:30]=1, predict the reaction product. The product is: [CH3:39][C:35]1[CH:34]=[C:33](/[CH:32]=[CH:31]/[C:28]2[O:29][CH:30]=[C:26]([CH2:25][O:1][C:2]3[CH:7]=[CH:6][C:5]([CH2:8][CH2:9][CH2:10][CH2:11][N:12]4[CH:16]=[CH:15][N:14]=[C:13]4[CH2:17][CH:18]([OH:21])[CH2:19][OH:20])=[CH:4][CH:3]=3)[N:27]=2)[CH:38]=[CH:37][CH:36]=1.